Regression. Given a peptide amino acid sequence and an MHC pseudo amino acid sequence, predict their binding affinity value. This is MHC class I binding data. From a dataset of Peptide-MHC class I binding affinity with 185,985 pairs from IEDB/IMGT. (1) The peptide sequence is YVPMPCMIND. The MHC is Mamu-A01 with pseudo-sequence Mamu-A01. The binding affinity (normalized) is 0.622. (2) The peptide sequence is FKRKGGIGGY. The MHC is HLA-A01:01 with pseudo-sequence HLA-A01:01. The binding affinity (normalized) is 0. (3) The peptide sequence is TMLVRQMTK. The MHC is HLA-A68:02 with pseudo-sequence HLA-A68:02. The binding affinity (normalized) is 0.0847. (4) The peptide sequence is ETALPQDSY. The MHC is HLA-A02:01 with pseudo-sequence HLA-A02:01. The binding affinity (normalized) is 0.0847. (5) The peptide sequence is FPYSIPATLL. The MHC is HLA-B35:01 with pseudo-sequence HLA-B35:01. The binding affinity (normalized) is 0.549. (6) The peptide sequence is TVLPHLCLDY. The MHC is HLA-A31:01 with pseudo-sequence HLA-A31:01. The binding affinity (normalized) is 0.409. (7) The peptide sequence is AEAQMSIQLI. The MHC is HLA-B18:01 with pseudo-sequence HLA-B18:01. The binding affinity (normalized) is 0.0697. (8) The peptide sequence is ILRNYLRLYI. The MHC is HLA-A02:01 with pseudo-sequence HLA-A02:01. The binding affinity (normalized) is 0.997. (9) The peptide sequence is GPGAGSLQPLAL. The MHC is HLA-B42:01 with pseudo-sequence HLA-B42:01. The binding affinity (normalized) is 0.195. (10) The peptide sequence is RVRRLNWAA. The MHC is HLA-B58:01 with pseudo-sequence HLA-B58:01. The binding affinity (normalized) is 0.0847.